From a dataset of Forward reaction prediction with 1.9M reactions from USPTO patents (1976-2016). Predict the product of the given reaction. Given the reactants [Br:1][C:2]1[CH:3]=[N:4][C:5]2[N:6]([N:8]=[C:9]([C:11]([OH:13])=O)[CH:10]=2)[CH:7]=1.[CH3:14][CH:15]1[NH:20][CH2:19][CH2:18][N:17]2[C:21]([CH3:24])=[CH:22][CH:23]=[C:16]12, predict the reaction product. The product is: [Br:1][C:2]1[CH:3]=[N:4][C:5]2[N:6]([N:8]=[C:9]([C:11]([N:20]3[CH2:19][CH2:18][N:17]4[C:21]([CH3:24])=[CH:22][CH:23]=[C:16]4[CH:15]3[CH3:14])=[O:13])[CH:10]=2)[CH:7]=1.